Dataset: Forward reaction prediction with 1.9M reactions from USPTO patents (1976-2016). Task: Predict the product of the given reaction. (1) Given the reactants [CH3:1][N:2]([CH3:62])[C:3](=[O:61])[O:4][C:5]1[CH:10]=[CH:9][C:8]([CH2:11][CH2:12][NH:13][C:14]([N:16]2[CH2:21][CH2:20][CH:19]([NH:22][C:23]3[CH:28]=[CH:27][C:26]([CH2:29][CH2:30][NH:31][CH2:32][C@H:33]([OH:60])[CH2:34][O:35][C:36]4[CH:41]=[CH:40][C:39]([O:42][Si](C(C)(C)C)(C5C=CC=CC=5)C5C=CC=CC=5)=[CH:38][CH:37]=4)=[CH:25][CH:24]=3)[CH2:18][CH2:17]2)=[O:15])=[CH:7][CH:6]=1, predict the reaction product. The product is: [OH:60][C@H:33]([CH2:34][O:35][C:36]1[CH:37]=[CH:38][C:39]([OH:42])=[CH:40][CH:41]=1)[CH2:32][NH:31][CH2:30][CH2:29][C:26]1[CH:25]=[CH:24][C:23]([NH:22][CH:19]2[CH2:20][CH2:21][N:16]([C:14]([NH:13][CH2:12][CH2:11][C:8]3[CH:9]=[CH:10][C:5]([O:4][C:3](=[O:61])[N:2]([CH3:1])[CH3:62])=[CH:6][CH:7]=3)=[O:15])[CH2:17][CH2:18]2)=[CH:28][CH:27]=1. (2) Given the reactants [OH:1][C:2]1[CH:17]=[CH:16][C:5]([C:6]([O:8][CH2:9][C:10]2[CH:15]=[CH:14][CH:13]=[CH:12][CH:11]=2)=[O:7])=[CH:4][CH:3]=1.CC(C)([O-])C.[K+].Br[C:25]1[CH:26]=[N:27][CH:28]=[CH:29][CH:30]=1, predict the reaction product. The product is: [N:27]1[CH:28]=[CH:29][CH:30]=[C:25]([O:1][C:2]2[CH:17]=[CH:16][C:5]([C:6]([O:8][CH2:9][C:10]3[CH:15]=[CH:14][CH:13]=[CH:12][CH:11]=3)=[O:7])=[CH:4][CH:3]=2)[CH:26]=1.